Dataset: Catalyst prediction with 721,799 reactions and 888 catalyst types from USPTO. Task: Predict which catalyst facilitates the given reaction. (1) Reactant: [O:1]=[C:2]1[CH:11]([CH2:12][C:13]([OH:15])=[O:14])[CH2:10][C:9]2[C:4](=[CH:5][CH:6]=[CH:7][CH:8]=2)[NH:3]1.[CH3:16]CN=C=NCCCN(C)C.Cl.CCN(C(C)C)C(C)C.C(Cl)Cl. Product: [CH3:16][O:14][C:13](=[O:15])[CH2:12][CH:11]1[CH2:10][C:9]2[C:4](=[CH:5][CH:6]=[CH:7][CH:8]=2)[NH:3][C:2]1=[O:1]. The catalyst class is: 5. (2) Reactant: [C:1]([O:5][C:6]([N:8]1[C:16]2[C:11](=[CH:12][C:13]([O:17]CC3C=CC=CC=3)=[CH:14][CH:15]=2)[C:10]([C:25]2[N:26]([C:34]([O:36][C:37]([CH3:40])([CH3:39])[CH3:38])=[O:35])[C:27]3[C:32]([CH:33]=2)=[CH:31][CH:30]=[CH:29][CH:28]=3)=[N:9]1)=[O:7])([CH3:4])([CH3:3])[CH3:2].C([O-])=O.[NH4+]. Product: [C:1]([O:5][C:6]([N:8]1[C:16]2[C:11](=[CH:12][C:13]([OH:17])=[CH:14][CH:15]=2)[C:10]([CH:25]2[CH2:33][C:32]3[C:27](=[CH:28][CH:29]=[CH:30][CH:31]=3)[N:26]2[C:34]([O:36][C:37]([CH3:40])([CH3:39])[CH3:38])=[O:35])=[N:9]1)=[O:7])([CH3:4])([CH3:3])[CH3:2]. The catalyst class is: 29. (3) Reactant: [H-].[Na+].[F:3][C:4]([F:8])([F:7])[CH2:5][OH:6].Br[CH2:10][C:11]1[C:15]2[CH:16]=[CH:17][CH:18]=[CH:19][C:14]=2[O:13][C:12]=1[C:20]([O:22]C)=[O:21].[OH-].[Na+].Cl. Product: [F:3][C:4]([F:8])([F:7])[CH2:5][O:6][CH2:10][C:11]1[C:15]2[CH:16]=[CH:17][CH:18]=[CH:19][C:14]=2[O:13][C:12]=1[C:20]([OH:22])=[O:21]. The catalyst class is: 3. (4) Reactant: [CH3:1][O:2][C:3]1[CH:24]=[CH:23][C:6]([C:7]([C:9]2[CH:10]=[CH:11][C:12]([NH:15][C:16](=[O:22])[O:17][C:18]([CH3:21])([CH3:20])[CH3:19])=[N:13][CH:14]=2)=O)=[CH:5][CH:4]=1.Cl.[CH3:26][O:27][NH2:28].CC([O-])=O.[Na+].O.[OH-].[Na+]. Product: [CH3:26][O:27][N:28]=[C:7]([C:6]1[CH:23]=[CH:24][C:3]([O:2][CH3:1])=[CH:4][CH:5]=1)[C:9]1[CH:10]=[CH:11][C:12]([NH:15][C:16](=[O:22])[O:17][C:18]([CH3:21])([CH3:20])[CH3:19])=[N:13][CH:14]=1. The catalyst class is: 92.